This data is from Catalyst prediction with 721,799 reactions and 888 catalyst types from USPTO. The task is: Predict which catalyst facilitates the given reaction. (1) Reactant: [OH-].[Na+].C[O:4][C:5]([C:7]1[CH:23]=[CH:22][C:10]2[NH:11][C:12]([NH:14][C:15]([O:17][C:18]([CH3:21])([CH3:20])[CH3:19])=[O:16])=[N:13][C:9]=2[CH:8]=1)=[O:6].Cl. Product: [C:18]([O:17][C:15]([NH:14][C:12]1[NH:11][C:10]2[CH:22]=[CH:23][C:7]([C:5]([OH:6])=[O:4])=[CH:8][C:9]=2[N:13]=1)=[O:16])([CH3:21])([CH3:19])[CH3:20]. The catalyst class is: 24. (2) Reactant: [CH3:1][O:2][C:3](=[O:20])[CH:4]([O:17][CH2:18][CH3:19])[CH2:5][C:6]1[C:15]2[CH2:14][CH2:13][CH2:12][CH2:11][C:10]=2[C:9]([OH:16])=[CH:8][CH:7]=1.[CH3:21][C:22]1[S:26][C:25]([C:27]2[CH:32]=[CH:31][CH:30]=[CH:29][CH:28]=2)=[N:24][C:23]=1[CH2:33][CH2:34]O.C1(P(C2C=CC=CC=2)C2C=CC=CC=2)C=CC=CC=1.N(C(OC(C)C)=O)=NC(OC(C)C)=O. Product: [CH3:1][O:2][C:3](=[O:20])[CH:4]([O:17][CH2:18][CH3:19])[CH2:5][C:6]1[C:15]2[CH2:14][CH2:13][CH2:12][CH2:11][C:10]=2[C:9]([O:16][CH2:34][CH2:33][C:23]2[N:24]=[C:25]([C:27]3[CH:32]=[CH:31][CH:30]=[CH:29][CH:28]=3)[S:26][C:22]=2[CH3:21])=[CH:8][CH:7]=1. The catalyst class is: 7. (3) Reactant: [CH3:1][N:2]1[C:6]([C:7]2[CH:19]=[N:18][C:17]3[C:16]4[C:15]([S:20]([CH3:23])(=[O:22])=[O:21])=[CH:14][CH:13]=[CH:12][C:11]=4[NH:10][C:9]=3[CH:8]=2)=[C:5]([CH3:24])[N:4]=[N:3]1.[F:25][C:26]1[CH:31]=[CH:30][C:29]([C@@H:32]([CH:34]2[CH2:39][CH2:38][O:37][CH2:36][CH2:35]2)O)=[CH:28][CH:27]=1.C1(P(C2C=CC=CC=2)C2C=CC=CC=2)C=CC=CC=1.CC(OC(/N=N/C(OC(C)C)=O)=O)C. Product: [F:25][C:26]1[CH:27]=[CH:28][C:29]([C@H:32]([CH:34]2[CH2:35][CH2:36][O:37][CH2:38][CH2:39]2)[N:10]2[C:11]3[CH:12]=[CH:13][CH:14]=[C:15]([S:20]([CH3:23])(=[O:22])=[O:21])[C:16]=3[C:17]3[N:18]=[CH:19][C:7]([C:6]4[N:2]([CH3:1])[N:3]=[N:4][C:5]=4[CH3:24])=[CH:8][C:9]2=3)=[CH:30][CH:31]=1. The catalyst class is: 1. (4) Product: [CH2:17]([O:24][C:25]([NH:27][N:28]=[CH:14][C:11]1[CH:12]=[C:13]2[C:8](=[CH:9][CH:10]=1)[NH:7][CH:6]=[C:5]2[CH2:4][CH2:3][N:2]([CH3:16])[CH3:1])=[O:26])[C:18]1[CH:23]=[CH:22][CH:21]=[CH:20][CH:19]=1. Reactant: [CH3:1][N:2]([CH3:16])[CH2:3][CH2:4][C:5]1[C:13]2[C:8](=[CH:9][CH:10]=[C:11]([CH:14]=O)[CH:12]=2)[NH:7][CH:6]=1.[CH2:17]([O:24][C:25]([NH:27][NH2:28])=[O:26])[C:18]1[CH:23]=[CH:22][CH:21]=[CH:20][CH:19]=1. The catalyst class is: 5. (5) Reactant: C([O:3][C:4](=O)[C:5]([NH:25][C:26](=[O:28])[CH3:27])([CH2:11][CH2:12][C:13]1[CH:18]=[CH:17][C:16]([O:19][CH3:20])=[C:15]([C:21]([F:24])([F:23])[F:22])[CH:14]=1)[C:6](OCC)=[O:7])C.[Cl-].[Ca+2].[Cl-].[BH4-].[Na+].Cl. Product: [OH:7][CH2:6][C:5]([NH:25][C:26](=[O:28])[CH3:27])([CH2:4][OH:3])[CH2:11][CH2:12][C:13]1[CH:18]=[CH:17][C:16]([O:19][CH3:20])=[C:15]([C:21]([F:24])([F:23])[F:22])[CH:14]=1. The catalyst class is: 40.